Dataset: Full USPTO retrosynthesis dataset with 1.9M reactions from patents (1976-2016). Task: Predict the reactants needed to synthesize the given product. Given the product [F:16][C:17]([F:30])([F:29])[C:18]1[CH:19]=[C:20]([C:8]2[CH:9]=[C:4]([CH2:1][CH2:2][CH3:3])[N:5]=[C:6]([C:14]#[N:15])[N:7]=2)[CH:21]=[C:22]([C:24]([F:27])([F:26])[F:25])[CH:23]=1, predict the reactants needed to synthesize it. The reactants are: [CH2:1]([C:4]1[CH:9]=[C:8]([Sn](C)(C)C)[N:7]=[C:6]([C:14]#[N:15])[N:5]=1)[CH2:2][CH3:3].[F:16][C:17]([F:30])([F:29])[C:18]1[CH:19]=[C:20](Br)[CH:21]=[C:22]([C:24]([F:27])([F:26])[F:25])[CH:23]=1.